From a dataset of Full USPTO retrosynthesis dataset with 1.9M reactions from patents (1976-2016). Predict the reactants needed to synthesize the given product. (1) Given the product [I-:15].[CH3:17][O:4][CH:5]1[CH2:10][CH2:9][CH2:8][N+:7]([CH3:14])([CH2:11][CH2:12][CH3:13])[CH2:6]1, predict the reactants needed to synthesize it. The reactants are: [OH-].[Na+].[Br-].[OH:4][CH:5]1[CH2:10][CH2:9][CH2:8][N+:7]([CH3:14])([CH2:11][CH2:12][CH3:13])[CH2:6]1.[I:15]C.[CH2:17](O)C. (2) Given the product [F:21][C:18]1[CH:17]=[CH:16][C:15]([CH2:14][C:11]2[CH:12]=[C:13]3[C:8]([C:7]([OH:22])=[C:6]([C:23]([NH:25][CH2:26][CH2:27][O:28][CH:29]([CH3:30])[CH3:31])=[O:24])[C:5](=[O:32])[N:4]3[CH2:3][CH2:2][NH:1][C:43](=[O:44])[O:45][CH3:46])=[N:9][CH:10]=2)=[CH:20][CH:19]=1, predict the reactants needed to synthesize it. The reactants are: [NH2:1][CH2:2][CH2:3][N:4]1[C:13]2[C:8](=[N:9][CH:10]=[C:11]([CH2:14][C:15]3[CH:20]=[CH:19][C:18]([F:21])=[CH:17][CH:16]=3)[CH:12]=2)[C:7]([OH:22])=[C:6]([C:23]([NH:25][CH2:26][CH2:27][O:28][CH:29]([CH3:31])[CH3:30])=[O:24])[C:5]1=[O:32].C(N(C(C)C)CC)(C)C.Cl[C:43]([O:45][CH3:46])=[O:44]. (3) Given the product [C:1]([O:5][C:6](=[O:7])[NH:8][C:9]([CH3:22])([CH3:21])[CH:10]([C:11](=[O:16])[NH:12][CH:13]1[CH2:15][CH2:14]1)[OH:17])([CH3:4])([CH3:2])[CH3:3], predict the reactants needed to synthesize it. The reactants are: [C:1]([O:5][C:6]([NH:8][C:9]([CH3:22])([CH3:21])[CH:10]([O:17]C(=O)C)[C:11](=[O:16])[NH:12][CH:13]1[CH2:15][CH2:14]1)=[O:7])([CH3:4])([CH3:3])[CH3:2].[OH-].[Na+].Cl.